Dataset: Full USPTO retrosynthesis dataset with 1.9M reactions from patents (1976-2016). Task: Predict the reactants needed to synthesize the given product. (1) Given the product [CH:31]([N:14]([CH2:13][C@@H:11]1[C@@H:10]([NH:34][CH:36]([CH3:35])[CH3:39])[CH2:9][NH:8][CH2:12]1)[C:15](=[O:30])[C:16]1[CH:21]=[CH:20][C:19]([O:22][CH3:23])=[C:18]([O:24][CH2:25][CH2:26][CH2:27][O:28][CH3:29])[CH:17]=1)([CH3:33])[CH3:32], predict the reactants needed to synthesize it. The reactants are: C(OC([N:8]1[CH2:12][C@@H:11]([CH2:13][N:14]([CH:31]([CH3:33])[CH3:32])[C:15](=[O:30])[C:16]2[CH:21]=[CH:20][C:19]([O:22][CH3:23])=[C:18]([O:24][CH2:25][CH2:26][CH2:27][O:28][CH3:29])[CH:17]=2)[C@H:10]([NH2:34])[CH2:9]1)=O)(C)(C)C.[CH3:35][C:36]#N.O.[CH3:39]C#N. (2) Given the product [F:1][C:2]1[CH:3]=[C:4]([C@H:9]2[N:14]([CH2:15][C:16]([NH:22][C:23]3[CH:24]=[C:25]4[C:46](=[CH:47][CH:48]=3)[CH2:45][C@:27]3([C:35]5[C:30](=[N:31][CH:32]=[CH:33][CH:34]=5)[N:29]([CH2:36][O:37][CH2:38][CH2:39][Si:40]([CH3:41])([CH3:42])[CH3:43])[C:28]3=[O:44])[CH2:26]4)=[O:18])[C:13](=[O:19])[C:12]([CH3:21])([CH3:20])[CH2:11][CH2:10]2)[CH:5]=[C:6]([F:8])[CH:7]=1, predict the reactants needed to synthesize it. The reactants are: [F:1][C:2]1[CH:3]=[C:4]([C@H:9]2[N:14]([CH2:15][C:16]([OH:18])=O)[C:13](=[O:19])[C:12]([CH3:21])([CH3:20])[CH2:11][CH2:10]2)[CH:5]=[C:6]([F:8])[CH:7]=1.[NH2:22][C:23]1[CH:24]=[C:25]2[C:46](=[CH:47][CH:48]=1)[CH2:45][C@:27]1([C:35]3[C:30](=[N:31][CH:32]=[CH:33][CH:34]=3)[N:29]([CH2:36][O:37][CH2:38][CH2:39][Si:40]([CH3:43])([CH3:42])[CH3:41])[C:28]1=[O:44])[CH2:26]2.C1C=CC2N(O)N=NC=2C=1.C(Cl)CCl. (3) The reactants are: [N:1]1[C:5]2[CH:6]=[CH:7][CH:8]=[CH:9][C:4]=2[NH:3][CH:2]=1.C[Si]([N-][Si](C)(C)C)(C)C.[Na+].CS(O[CH2:25][CH:26]1[C:32](=[O:33])[N:31]([CH2:34][C:35]([N:37]([CH:46]([CH3:48])[CH3:47])[C:38]2[CH:43]=[CH:42][C:41]([O:44][CH3:45])=[CH:40][CH:39]=2)=[O:36])[CH:30]=[CH:29][N:28]([C:49]2[CH:54]=[CH:53][CH:52]=[CH:51][CH:50]=2)[C:27]1=[O:55])(=O)=O. Given the product [N:1]1([CH2:25][CH:26]2[C:32](=[O:33])[N:31]([CH2:34][C:35]([N:37]([CH:46]([CH3:47])[CH3:48])[C:38]3[CH:43]=[CH:42][C:41]([O:44][CH3:45])=[CH:40][CH:39]=3)=[O:36])[CH:30]=[CH:29][N:28]([C:49]3[CH:54]=[CH:53][CH:52]=[CH:51][CH:50]=3)[C:27]2=[O:55])[C:5]2[CH:6]=[CH:7][CH:8]=[CH:9][C:4]=2[N:3]=[CH:2]1, predict the reactants needed to synthesize it. (4) Given the product [CH3:1][O:2][C:3]([C@@H:5]1[CH2:9][C@@H:8]([S:10]([CH3:13])(=[O:12])=[O:11])[CH2:7][N:6]1[C:14](=[S:29])[CH2:15][C:16](=[O:18])[CH3:17])=[O:4], predict the reactants needed to synthesize it. The reactants are: [CH3:1][O:2][C:3]([C@@H:5]1[CH2:9][C@@H:8]([S:10]([CH3:13])(=[O:12])=[O:11])[CH2:7][N:6]1[C:14](=O)[CH2:15][C:16](=[O:18])[CH3:17])=[O:4].COC1C=CC(P2(SP(C3C=CC(OC)=CC=3)(=S)S2)=[S:29])=CC=1. (5) Given the product [CH3:1][O:2][C:3](=[O:13])[C:4]([C:6]1[CH:7]=[CH:8][C:9]([CH:15]=[O:17])=[CH:10][CH:11]=1)([CH3:5])[CH3:12], predict the reactants needed to synthesize it. The reactants are: [CH3:1][O:2][C:3](=[O:13])[C:4]([CH3:12])([C:6]1[CH:11]=[CH:10][CH:9]=[CH:8][CH:7]=1)[CH3:5].Cl[CH:15]([O:17]C)Cl.Cl. (6) Given the product [CH3:21][C:20]1([CH3:22])[N:4]([C:5]2[S:6][CH:7]=[C:8]([C:10]3[CH:17]=[CH:16][C:13]([C:14]#[N:15])=[CH:12][CH:11]=3)[N:9]=2)[CH2:3][CH2:2][O:1]1, predict the reactants needed to synthesize it. The reactants are: [OH:1][CH2:2][CH2:3][NH:4][C:5]1[S:6][CH:7]=[C:8]([C:10]2[CH:17]=[CH:16][C:13]([C:14]#[N:15])=[CH:12][CH:11]=2)[N:9]=1.CO[C:20](OC)([CH3:22])[CH3:21].C1(C)C=CC(S(O)(=O)=O)=CC=1.